Dataset: Full USPTO retrosynthesis dataset with 1.9M reactions from patents (1976-2016). Task: Predict the reactants needed to synthesize the given product. Given the product [CH:17]([NH:15][C:12]1[CH:13]=[CH:14][C:9]([CH2:1][C:2]2[CH:3]=[CH:4][C:5]([NH:8][CH:20]([CH3:25])[CH3:21])=[CH:6][CH:7]=2)=[CH:10][CH:11]=1)([CH3:19])[CH3:16], predict the reactants needed to synthesize it. The reactants are: [CH2:1]([C:9]1[CH:14]=[CH:13][C:12]([NH2:15])=[CH:11][CH:10]=1)[C:2]1[CH:7]=[CH:6][C:5]([NH2:8])=[CH:4][CH:3]=1.[CH3:16][C:17]([CH3:19])=O.[C:20]1(C)[CH:25]=CC=C[CH:21]=1.